This data is from Reaction yield outcomes from USPTO patents with 853,638 reactions. The task is: Predict the reaction yield, written as a fraction of the theoretical maximum amount of product (1.0 means a 100% yield; for example, 0.34 means a 34% yield). (1) The reactants are [NH2:1][C:2]1[N:10]=[C:9]2[C:5]([N:6]=[CH:7][N:8]2[C@@H:11]2[O:15][C@H:14]([CH2:16][OH:17])[C@@H:13]([OH:18])[C@:12]2([F:20])[CH3:19])=[C:4]([O:21][CH2:22][CH3:23])[N:3]=1.C([Mg]Cl)(C)(C)C.[Cl:30][C:31]1[CH:59]=[CH:58][C:34]([O:35][P:36]([NH:50][C@@H:51]([CH3:57])[C:52]([O:54][CH2:55][CH3:56])=[O:53])(OC2C(F)=C(F)C(F)=C(F)C=2F)=[O:37])=[CH:33][CH:32]=1. The catalyst is C1COCC1. The product is [NH2:1][C:2]1[N:10]=[C:9]2[C:5]([N:6]=[CH:7][N:8]2[C@@H:11]2[O:15][C@H:14]([CH2:16][O:17][P:36]([NH:50][C@@H:51]([CH3:57])[C:52]([O:54][CH2:55][CH3:56])=[O:53])([O:35][C:34]3[CH:33]=[CH:32][C:31]([Cl:30])=[CH:59][CH:58]=3)=[O:37])[C@@H:13]([OH:18])[C@:12]2([F:20])[CH3:19])=[C:4]([O:21][CH2:22][CH3:23])[N:3]=1. The yield is 0.480. (2) The reactants are CN(C)CCN.[Cl:7][C:8]1[S:12][C:11]([CH2:13][O:14][N:15]2C(=O)C3=CC=CC=C3C2=O)=[CH:10][CH:9]=1.C(O)(=O)C.[C:30]([C:33]1[CH:38]=[C:37]([Cl:39])[CH:36]=[CH:35][C:34]=1[NH:40][S:41]([C:44]([F:47])([F:46])[F:45])(=[O:43])=[O:42])(=O)[CH3:31]. The catalyst is CCO. The product is [Cl:39][C:37]1[CH:36]=[CH:35][C:34]([NH:40][S:41]([C:44]([F:47])([F:46])[F:45])(=[O:43])=[O:42])=[C:33]([C:30](=[N:15][O:14][CH2:13][C:11]2[S:12][C:8]([Cl:7])=[CH:9][CH:10]=2)[CH3:31])[CH:38]=1. The yield is 0.900. (3) The reactants are [CH3:1][O:2][C:3](=[O:26])[CH2:4][C:5]1[C:14]([CH3:15])=[C:13](B2OC(C)(C)C(C)(C)O2)[C:12]2[C:7](=[CH:8][CH:9]=[C:10]([Cl:25])[CH:11]=2)[CH:6]=1.Br[C:28]1[CH:33]=[CH:32][C:31]([S:34][C:35]2[CH:40]=[C:39]([F:41])[CH:38]=[C:37]([F:42])[CH:36]=2)=[CH:30][CH:29]=1.C(=O)(O)[O-].[Na+].O. The product is [CH3:1][O:2][C:3](=[O:26])[CH2:4][C:5]1[C:14]([CH3:15])=[C:13]([C:28]2[CH:29]=[CH:30][C:31]([S:34][C:35]3[CH:40]=[C:39]([F:41])[CH:38]=[C:37]([F:42])[CH:36]=3)=[CH:32][CH:33]=2)[C:12]2[C:7](=[CH:8][CH:9]=[C:10]([Cl:25])[CH:11]=2)[CH:6]=1. The yield is 0.530. The catalyst is C(COC)OC.C1C=CC([P]([Pd]([P](C2C=CC=CC=2)(C2C=CC=CC=2)C2C=CC=CC=2)([P](C2C=CC=CC=2)(C2C=CC=CC=2)C2C=CC=CC=2)[P](C2C=CC=CC=2)(C2C=CC=CC=2)C2C=CC=CC=2)(C2C=CC=CC=2)C2C=CC=CC=2)=CC=1.